From a dataset of Catalyst prediction with 721,799 reactions and 888 catalyst types from USPTO. Predict which catalyst facilitates the given reaction. Reactant: [C:1]([OH:11])(=O)[C@@H:2]([C:4]1[CH:9]=[CH:8][CH:7]=[CH:6][CH:5]=1)[OH:3].[C:12](Cl)(=[O:17])[C:13]([CH3:16])([CH3:15])[CH3:14].CN(C)C=O.S(Cl)([Cl:26])=O. Product: [C:12]([O:3][C@H:2]([C:4]1[CH:5]=[CH:6][CH:7]=[CH:8][CH:9]=1)[C:1]([Cl:26])=[O:11])(=[O:17])[C:13]([CH3:16])([CH3:15])[CH3:14]. The catalyst class is: 11.